From a dataset of Reaction yield outcomes from USPTO patents with 853,638 reactions. Predict the reaction yield, written as a fraction of the theoretical maximum amount of product (1.0 means a 100% yield; for example, 0.34 means a 34% yield). (1) The reactants are [CH:1]([C:3]1[CH:4]=[CH:5][C:6]([N:11]2[CH:15]=[N:14][C:13]([N+:16]([O-:18])=[O:17])=[N:12]2)=[C:7]([CH:10]=1)[C:8]#[N:9])=O.[C:19]([O-])([O-])=O.[K+].[K+]. The catalyst is O1CCOCC1.[Br-].C[P+](C1C=CC=CC=1)(C1C=CC=CC=1)C1C=CC=CC=1. The product is [N+:16]([C:13]1[N:14]=[CH:15][N:11]([C:6]2[CH:5]=[CH:4][C:3]([CH:1]=[CH2:19])=[CH:10][C:7]=2[C:8]#[N:9])[N:12]=1)([O-:18])=[O:17]. The yield is 0.700. (2) The reactants are [Cl:1][C:2]1[CH:7]=[C:6]([NH:8][CH3:9])[CH:5]=[C:4]([Cl:10])[N:3]=1.[N+:11]([O-])([OH:13])=[O:12].C(OCC)(=O)C. The catalyst is S(=O)(=O)(O)O. The product is [Cl:1][C:2]1[C:7]([N+:11]([O-:13])=[O:12])=[C:6]([NH:8][CH3:9])[CH:5]=[C:4]([Cl:10])[N:3]=1. The yield is 0.760. (3) The reactants are [Cl:1][C:2]1[C:3]([CH2:8][C:9]([O-:11])=O)=[N:4][CH:5]=[CH:6][CH:7]=1.[Na+].[Br:13][C:14]1[C:15]([CH3:21])=[C:16]([CH:18]=[CH:19][CH:20]=1)[NH2:17].CCN(C(C)C)C(C)C.CN(C(ON1N=NC2C=CC=NC1=2)=[N+](C)C)C.F[P-](F)(F)(F)(F)F. The catalyst is CN(C=O)C.CCOC(C)=O. The product is [Br:13][C:14]1[C:15]([CH3:21])=[C:16]([NH:17][C:9](=[O:11])[CH2:8][C:3]2[C:2]([Cl:1])=[CH:7][CH:6]=[CH:5][N:4]=2)[CH:18]=[CH:19][CH:20]=1. The yield is 0.890. (4) The reactants are [C:1]([C:5]1[CH:6]=[C:7]([NH:28][C:29]([NH:31][C:32]2[CH:37]=[CH:36][C:35]([O:38][C:39]3[CH:44]=[CH:43][N:42]=[CH:41][CH:40]=3)=[CH:34][CH:33]=2)=[O:30])[N:8]([C:10]2[CH:15]=[CH:14][CH:13]=[C:12]([NH:16][CH2:17][CH2:18][CH2:19][O:20][Si](C(C)(C)C)(C)C)[CH:11]=2)[N:9]=1)([CH3:4])([CH3:3])[CH3:2].C(O)(C(F)(F)F)=O.C([O-])(O)=O.[Na+]. The catalyst is CO.O.C(Cl)Cl. The product is [C:1]([C:5]1[CH:6]=[C:7]([NH:28][C:29]([NH:31][C:32]2[CH:33]=[CH:34][C:35]([O:38][C:39]3[CH:40]=[CH:41][N:42]=[CH:43][CH:44]=3)=[CH:36][CH:37]=2)=[O:30])[N:8]([C:10]2[CH:15]=[CH:14][CH:13]=[C:12]([NH:16][CH2:17][CH2:18][CH2:19][OH:20])[CH:11]=2)[N:9]=1)([CH3:4])([CH3:2])[CH3:3]. The yield is 0.860. (5) The reactants are [F:1][C:2]([F:34])([F:33])[C:3]1[CH:32]=[CH:31][C:6]([CH2:7][O:8][C:9]([N:11]2[CH2:16][CH2:15][CH2:14][CH:13]([C:17]3[CH:22]=[CH:21][C:20]([CH3:23])=[C:19]([O:24][CH2:25][C:26]([O:28]CC)=[O:27])[CH:18]=3)[CH2:12]2)=[O:10])=[CH:5][CH:4]=1.C(=O)([O-])[O-].[K+].[K+].CO. The catalyst is O. The product is [F:33][C:2]([F:1])([F:34])[C:3]1[CH:32]=[CH:31][C:6]([CH2:7][O:8][C:9]([N:11]2[CH2:16][CH2:15][CH2:14][C@@H:13]([C:17]3[CH:22]=[CH:21][C:20]([CH3:23])=[C:19]([O:24][CH2:25][C:26]([OH:28])=[O:27])[CH:18]=3)[CH2:12]2)=[O:10])=[CH:5][CH:4]=1. The yield is 0.970. (6) The catalyst is C(Cl)Cl. The product is [CH3:10][N:7]1[C:6]2[CH:11]=[CH:12][C:3]([OH:2])=[CH:4][C:5]=2[N:9]=[CH:8]1. The yield is 0.219. The reactants are C[O:2][C:3]1[CH:12]=[CH:11][C:6]2[N:7]([CH3:10])[CH:8]=[N:9][C:5]=2[CH:4]=1.B(Br)(Br)Br.